This data is from Catalyst prediction with 721,799 reactions and 888 catalyst types from USPTO. The task is: Predict which catalyst facilitates the given reaction. (1) Reactant: [NH2:1][C@@H:2]([CH2:6][C:7]1[CH:8]=[N:9][C:10]([Br:13])=[CH:11][CH:12]=1)[C:3]([OH:5])=[O:4].[OH-].[Na+].[C:16]([O:20][C:21](O[C:21]([O:20][C:16]([CH3:19])([CH3:18])[CH3:17])=[O:22])=[O:22])([CH3:19])([CH3:18])[CH3:17]. Product: [Br:13][C:10]1[N:9]=[CH:8][C:7]([CH2:6][C@H:2]([NH:1][C:21]([O:20][C:16]([CH3:19])([CH3:18])[CH3:17])=[O:22])[C:3]([OH:5])=[O:4])=[CH:12][CH:11]=1. The catalyst class is: 12. (2) The catalyst class is: 3. Product: [CH2:1]([O:3][C:4]([N:6]1[CH2:7][CH:8]=[C:9]([C:12]2[C:20]3[C:15](=[N:16][CH:17]=[CH:18][CH:19]=3)[N:14]([CH2:24][CH2:23][O:25][CH2:26][CH3:27])[CH:13]=2)[CH2:10][CH2:11]1)=[O:5])[CH3:2]. Reactant: [CH2:1]([O:3][C:4]([N:6]1[CH2:11][CH:10]=[C:9]([C:12]2[C:20]3[C:15](=[N:16][CH:17]=[CH:18][CH:19]=3)[NH:14][CH:13]=2)[CH2:8][CH2:7]1)=[O:5])[CH3:2].[H-].[Na+].[CH2:23]([O:25][CH2:26][CH2:27]Br)[CH3:24].O. (3) Reactant: [C:1]([C:3]1[C:11]2[B:10]([OH:12])[O:9][CH2:8][C:7]=2[CH:6]=[CH:5][CH:4]=1)#[N:2].[H-].[Al+3].[Li+].[H-].[H-].[H-]. Product: [NH2:2][CH2:1][C:3]1[C:11]2[B:10]([OH:12])[O:9][CH2:8][C:7]=2[CH:6]=[CH:5][CH:4]=1. The catalyst class is: 1.